This data is from Reaction yield outcomes from USPTO patents with 853,638 reactions. The task is: Predict the reaction yield, written as a fraction of the theoretical maximum amount of product (1.0 means a 100% yield; for example, 0.34 means a 34% yield). The reactants are [Cl:1][C:2]1[CH:7]=[CH:6][C:5]([Cl:8])=[CH:4][C:3]=1[NH:9][C:10]1[N:15]2[N:16]=[CH:17][C:18]([S:19]([NH2:22])(=[O:21])=[O:20])=[C:14]2[N:13]=[CH:12][C:11]=1[C:23]([N:25]1[CH2:30][CH2:29][C:28]2([C:38]3[C:33](=[CH:34][CH:35]=[CH:36][CH:37]=3)[CH2:32][O:31]2)[CH2:27][CH2:26]1)=[O:24].[C:39](O)(=[O:42])[CH2:40][CH3:41]. No catalyst specified. The product is [Cl:1][C:2]1[CH:7]=[CH:6][C:5]([Cl:8])=[CH:4][C:3]=1[NH:9][C:10]1[N:15]2[N:16]=[CH:17][C:18]([S:19]([NH:22][C:39](=[O:42])[CH2:40][CH3:41])(=[O:20])=[O:21])=[C:14]2[N:13]=[CH:12][C:11]=1[C:23]([N:25]1[CH2:30][CH2:29][C:28]2([C:38]3[C:33](=[CH:34][CH:35]=[CH:36][CH:37]=3)[CH2:32][O:31]2)[CH2:27][CH2:26]1)=[O:24]. The yield is 0.490.